Dataset: Forward reaction prediction with 1.9M reactions from USPTO patents (1976-2016). Task: Predict the product of the given reaction. (1) Given the reactants [C:1]([O:5][C:6]([NH:8][CH2:9][C:10]1[CH:11]=[N:12][C:13]([C:16]#[C:17][CH:18]2[CH2:23][CH2:22][CH2:21][CH2:20][CH2:19]2)=[CH:14][CH:15]=1)=[O:7])([CH3:4])([CH3:3])[CH3:2].[H][H], predict the reaction product. The product is: [C:1]([O:5][C:6]([NH:8][CH2:9][C:10]1[CH:11]=[N:12][C:13](/[CH:16]=[CH:17]\[CH:18]2[CH2:19][CH2:20][CH2:21][CH2:22][CH2:23]2)=[CH:14][CH:15]=1)=[O:7])([CH3:4])([CH3:2])[CH3:3]. (2) The product is: [CH2:1]([C:5]1[N:10]=[C:9]([CH3:11])[N:8]([C:12]2[CH:13]=[C:14]3[C:18](=[CH:19][CH:20]=2)[CH2:17][CH2:16][C:15]3=[O:21])[C:7](=[O:22])[C:6]=1[CH2:23][C:24]1[CH:29]=[CH:28][C:27]([C:30]2[CH:35]=[CH:34][CH:33]=[CH:32][C:31]=2[C:36]2[NH:40][C:39](=[O:41])[O:38][N:37]=2)=[CH:26][CH:25]=1)[CH2:2][CH2:3][CH3:4]. Given the reactants [CH2:1]([C:5]1[N:10]=[C:9]([CH3:11])[N:8]([C:12]2[CH:13]=[C:14]3[C:18](=[CH:19][CH:20]=2)[CH2:17][CH2:16][CH:15]3[OH:21])[C:7](=[O:22])[C:6]=1[CH2:23][C:24]1[CH:29]=[CH:28][C:27]([C:30]2[CH:35]=[CH:34][CH:33]=[CH:32][C:31]=2[C:36]2[NH:40][C:39](=[O:41])[O:38][N:37]=2)=[CH:26][CH:25]=1)[CH2:2][CH2:3][CH3:4].CC(OI1(OC(C)=O)(OC(C)=O)OC(=O)C2C1=CC=CC=2)=O.C(OCC)(=O)C.S([O-])([O-])(=O)=S.[Na+].[Na+], predict the reaction product. (3) Given the reactants [NH:1]1[C:5]2[CH:6]=[CH:7][CH:8]=[CH:9][C:4]=2[N:3]=[C:2]1[C:10]1[C:11]([NH2:22])=[N:12][CH:13]=[C:14]([N:16]2[CH2:21][CH2:20][NH:19][CH2:18][CH2:17]2)[N:15]=1.CCN(CC)CC.[CH2:30]([S:32](Cl)(=[O:34])=[O:33])[CH3:31], predict the reaction product. The product is: [NH:1]1[C:5]2[CH:6]=[CH:7][CH:8]=[CH:9][C:4]=2[N:3]=[C:2]1[C:10]1[C:11]([NH2:22])=[N:12][CH:13]=[C:14]([N:16]2[CH2:17][CH2:18][N:19]([S:32]([CH2:30][CH3:31])(=[O:34])=[O:33])[CH2:20][CH2:21]2)[N:15]=1.